Dataset: Catalyst prediction with 721,799 reactions and 888 catalyst types from USPTO. Task: Predict which catalyst facilitates the given reaction. (1) Reactant: [CH3:1][O:2][C:3]([C:5]1[CH2:6][N:7]([C:30]([O:32][C:33]([CH3:36])([CH3:35])[CH3:34])=[O:31])[CH2:8][CH2:9][C:10]=1[C:11]1[CH:12]=[N:13][C:14]([O:17][CH2:18][CH2:19][O:20][C:21]2[C:26]([Cl:27])=[CH:25][C:24]([CH3:28])=[CH:23][C:22]=2[Cl:29])=[CH:15][CH:16]=1)=[O:4].Cl. Product: [CH3:1][O:2][C:3]([CH:5]1[CH:10]([C:11]2[CH:12]=[N:13][C:14]([O:17][CH2:18][CH2:19][O:20][C:21]3[C:22]([Cl:29])=[CH:23][C:24]([CH3:28])=[CH:25][C:26]=3[Cl:27])=[CH:15][CH:16]=2)[CH2:9][CH2:8][N:7]([C:30]([O:32][C:33]([CH3:36])([CH3:35])[CH3:34])=[O:31])[CH2:6]1)=[O:4]. The catalyst class is: 5. (2) Product: [P:38]([OH:37])([OH:44])([O:28][CH2:27][C@@:2]1([NH2:1])[CH2:6][CH2:5][C@H:4]([C:7]2[CH:16]=[CH:15][C:14]3[CH2:13][C@H:12]([CH2:17][O:18][C:19]4[CH:24]=[CH:23][CH:22]=[C:21]([O:25][CH3:26])[CH:20]=4)[CH2:11][CH2:10][C:9]=3[CH:8]=2)[CH2:3]1)=[O:39]. Reactant: [NH2:1][C@:2]1([CH2:27][OH:28])[CH2:6][CH2:5][C@H:4]([C:7]2[CH:16]=[CH:15][C:14]3[CH2:13][C@H:12]([CH2:17][O:18][C:19]4[CH:24]=[CH:23][CH:22]=[C:21]([O:25][CH3:26])[CH:20]=4)[CH2:11][CH2:10][C:9]=3[CH:8]=2)[CH2:3]1.N1C=CC=CC=1.P(Cl)(Cl)([O:37][P:38](Cl)(Cl)=[O:39])=O.[OH2:44]. The catalyst class is: 23. (3) Product: [CH:8]1([CH2:11][N:12]([C:17]2[C:26]3[C:21](=[CH:22][CH:23]=[CH:24][CH:25]=3)[C:20]([N+:27]([O-:29])=[O:28])=[CH:19][CH:18]=2)[CH2:13][CH2:14][CH3:15])[CH2:10][CH2:9]1. Reactant: CN1CCOCC1.[CH:8]1([CH2:11][NH:12][CH2:13][CH2:14][CH3:15])[CH2:10][CH2:9]1.Cl[C:17]1[C:26]2[C:21](=[CH:22][CH:23]=[CH:24][CH:25]=2)[C:20]([N+:27]([O-:29])=[O:28])=[CH:19][CH:18]=1.C(N=C=O)C1C=CC=CC=1.[N-]=C=O.C(F)(F)(C(F)(F)C(F)(F)F)C(F)(F)C(F)(F)N(C(F)(F)C(F)(F)C(F)(F)C(F)(F)C(F)(F)F)C(F)(F)C(F)(F)C(F)(F)C(F)(F)C(F)(F)F.C(O)C(N)(CO)CO. The catalyst class is: 16. (4) Product: [F:1][C:2]1[CH:7]=[CH:6][C:5]([NH:8][C:9]2[C:10]3[C:17]([CH3:18])=[C:16]([C:19]4[NH:30][N:29]=[N:28][N:20]=4)[S:15][C:11]=3[N:12]=[CH:13][N:14]=2)=[C:4]([O:21][CH:22]2[CH2:23][CH2:24][O:25][CH2:26][CH2:27]2)[CH:3]=1. The catalyst class is: 3. Reactant: [F:1][C:2]1[CH:7]=[CH:6][C:5]([NH:8][C:9]2[C:10]3[C:17]([CH3:18])=[C:16]([C:19]#[N:20])[S:15][C:11]=3[N:12]=[CH:13][N:14]=2)=[C:4]([O:21][CH:22]2[CH2:27][CH2:26][O:25][CH2:24][CH2:23]2)[CH:3]=1.[N-:28]=[N+:29]=[N-:30].[Na+].[Cl-].[NH4+]. (5) Reactant: [CH3:1][C:2]([C:4]1[CH:9]=[CH:8][C:7]([Br:10])=[CH:6][CH:5]=1)=[O:3].[C:11](=O)([O:15]CC)[O:12][CH2:13][CH3:14].[H-].[Na+].Cl. Product: [Br:10][C:7]1[CH:8]=[CH:9][C:4]([C:2](=[O:3])[CH2:1][C:11]([O:12][CH2:13][CH3:14])=[O:15])=[CH:5][CH:6]=1. The catalyst class is: 8. (6) Reactant: [CH:1]1([C:4]2[CH:5]=[N:6][C:7]([NH:17][C:18]3[CH:26]=[CH:25][CH:24]=[C:23]4[C:19]=3[CH:20]=[CH:21][N:22]4[CH2:27][CH2:28][O:29][CH3:30])=[C:8]([CH:16]=2)[C:9]([O:11]C(C)(C)C)=[O:10])[CH2:3][CH2:2]1.[OH-].[Na+]. The catalyst class is: 111. Product: [CH:1]1([C:4]2[CH:5]=[N:6][C:7]([NH:17][C:18]3[CH:26]=[CH:25][CH:24]=[C:23]4[C:19]=3[CH:20]=[CH:21][N:22]4[CH2:27][CH2:28][O:29][CH3:30])=[C:8]([CH:16]=2)[C:9]([OH:11])=[O:10])[CH2:2][CH2:3]1. (7) Reactant: [N:1]1[CH:6]=[CH:5][C:4]([CH2:7][CH2:8][CH2:9][CH2:10][N:11]2[CH2:18][CH:17]3[O:19][CH:13]([CH2:14][NH:15][CH2:16]3)[CH2:12]2)=[CH:3][CH:2]=1.Br[CH2:21][CH2:22][NH:23][C:24](=[O:30])[O:25][C:26]([CH3:29])([CH3:28])[CH3:27].C([O-])([O-])=O.[K+].[K+]. Product: [N:1]1[CH:6]=[CH:5][C:4]([CH2:7][CH2:8][CH2:9][CH2:10][N:11]2[CH2:18][CH:17]3[O:19][CH:13]([CH2:14][N:15]([CH2:21][CH2:22][NH:23][C:24](=[O:30])[O:25][C:26]([CH3:29])([CH3:28])[CH3:27])[CH2:16]3)[CH2:12]2)=[CH:3][CH:2]=1. The catalyst class is: 23.